Dataset: Forward reaction prediction with 1.9M reactions from USPTO patents (1976-2016). Task: Predict the product of the given reaction. (1) Given the reactants [F:1][C:2]1[CH:7]=[CH:6][C:5]([CH2:8][C:9](=O)[CH2:10][N:11]2[CH:15]=[CH:14][N:13]=[CH:12]2)=[CH:4][CH:3]=1.[Br-].[CH3:18][O:19][C:20]([C:22]1[CH:23]=[C:24]([CH:45]=[CH:46][CH:47]=1)[CH2:25][P+](C1C=CC=CC=1)(C1C=CC=CC=1)C1C=CC=CC=1)=[O:21].CC(C)([O-])C.[K+].[PH4+], predict the reaction product. The product is: [F:1][C:2]1[CH:7]=[CH:6][C:5]([C:8]([CH2:9][CH2:10][N:11]2[CH:15]=[CH:14][N:13]=[CH:12]2)=[CH:25][C:24]2[CH:23]=[C:22]([CH:47]=[CH:46][CH:45]=2)[C:20]([O:19][CH3:18])=[O:21])=[CH:4][CH:3]=1. (2) Given the reactants [N+:1]([C:4]1[CH:5]=[C:6]2[C:10](=[CH:11][CH:12]=1)[CH2:9][CH:8]([C:13](O)=[O:14])[CH2:7]2)([O-:3])=[O:2], predict the reaction product. The product is: [N+:1]([C:4]1[CH:5]=[C:6]2[C:10](=[CH:11][CH:12]=1)[CH2:9][CH:8]([CH2:13][OH:14])[CH2:7]2)([O-:3])=[O:2]. (3) Given the reactants [Cl:1]C1C2C(=O)N[C@H]3CN(C(OC(C)(C)C)=O)C[C@@H]3C=2C=CC=1C.[Cl:24][C:25]1[C:34]2[C:33](=[O:35])[NH:32][C@@H:31]3[CH2:36][N:37](C(OC(C)(C)C)=O)[CH2:38][C@H:30]3[C:29]=2[CH:28]=[CH:27][C:26]=1[CH3:46], predict the reaction product. The product is: [ClH:1].[Cl:24][C:25]1[C:34]2[C:33](=[O:35])[NH:32][C@H:31]3[CH2:36][NH:37][CH2:38][C@@H:30]3[C:29]=2[CH:28]=[CH:27][C:26]=1[CH3:46]. (4) The product is: [CH3:1][O:2][C:3]([C:5]1[S:6][C:7]([CH3:11])=[CH:8][C:9]=1[Cl:16])=[O:4]. Given the reactants [CH3:1][O:2][C:3]([C:5]1[S:6][C:7]([CH3:11])=[CH:8][C:9]=1N)=[O:4].N([O-])=O.[Na+].[ClH:16], predict the reaction product. (5) The product is: [C:1]([O:5][C:6](=[O:31])[NH:7][CH2:8][CH2:9][O:10][NH:11][C:12]([C@@H:14]1[CH2:20][CH2:19][C@@H:18]2[CH2:21][N:15]1[C:16](=[O:30])[N:17]2[O:22][CH2:23][C:24]1[CH:25]=[CH:26][CH:27]=[CH:28][CH:29]=1)=[O:13])([CH3:4])([CH3:2])[CH3:3].[C:6]([O:5][CH2:1][CH3:2])(=[O:31])[CH3:32]. Given the reactants [C:1]([O:5][C:6](=[O:31])[NH:7][CH2:8][CH2:9][O:10][NH:11][C:12]([C@@H:14]1[CH2:20][CH2:19][C@@H:18]2[CH2:21][N:15]1[C:16](=[O:30])[N:17]2[O:22][CH2:23][C:24]1[CH:29]=[CH:28][CH:27]=[CH:26][CH:25]=1)=[O:13])([CH3:4])([CH3:3])[CH3:2].[CH:32](O)(C)C, predict the reaction product. (6) Given the reactants Cl[C:2]1[N:7]=[C:6]([NH:8][C:9]2[CH:14]=[C:13]([O:15][CH2:16][CH:17]=[CH2:18])[CH:12]=[CH:11][C:10]=2[CH3:19])[CH:5]=[CH:4][N:3]=1.[NH2:20][C:21]1[CH:22]=[C:23]([CH:27]=[CH:28][CH:29]=1)[C:24]([OH:26])=[O:25].Cl, predict the reaction product. The product is: [CH3:19][C:10]1[CH:11]=[CH:12][C:13]([O:15][CH2:16][CH:17]=[CH2:18])=[CH:14][C:9]=1[NH:8][C:6]1[CH:5]=[CH:4][N:3]=[C:2]([NH:20][C:21]2[CH:22]=[C:23]([CH:27]=[CH:28][CH:29]=2)[C:24]([OH:26])=[O:25])[N:7]=1. (7) Given the reactants [F:1][C:2]([F:34])([F:33])[CH2:3][CH2:4][CH:5]([NH:22][C:23]1[CH:32]=[CH:31][C:26]([C:27]([O:29][CH3:30])=[O:28])=[CH:25][CH:24]=1)[C:6]1[CH:11]=[CH:10][C:9](B2OC(C)(C)C(C)(C)O2)=[CH:8][C:7]=1[CH3:21].Cl[C:36]1[N:41]=[CH:40][C:39]([CH2:42][CH3:43])=[CH:38][N:37]=1.C(=O)([O-])[O-].[Na+].[Na+].COCCOC, predict the reaction product. The product is: [CH2:42]([C:39]1[CH:38]=[N:37][C:36]([C:9]2[CH:10]=[CH:11][C:6]([CH:5]([NH:22][C:23]3[CH:24]=[CH:25][C:26]([C:27]([O:29][CH3:30])=[O:28])=[CH:31][CH:32]=3)[CH2:4][CH2:3][C:2]([F:33])([F:34])[F:1])=[C:7]([CH3:21])[CH:8]=2)=[N:41][CH:40]=1)[CH3:43]. (8) Given the reactants [Cl:1][C:2]1[CH:3]=[C:4]([C:12]2[S:13][C:14]([C:17]3[CH:22]=[CH:21][N:20]=[C:19]4[N:23]([CH2:26][CH2:27][CH2:28][C:29]([O:31]CC)=[O:30])[CH:24]=[CH:25][C:18]=34)=[CH:15][N:16]=2)[CH:5]=[CH:6][C:7]=1[O:8][CH:9]([CH3:11])[CH3:10].[OH-].[Na+].Cl, predict the reaction product. The product is: [Cl:1][C:2]1[CH:3]=[C:4]([C:12]2[S:13][C:14]([C:17]3[CH:22]=[CH:21][N:20]=[C:19]4[N:23]([CH2:26][CH2:27][CH2:28][C:29]([OH:31])=[O:30])[CH:24]=[CH:25][C:18]=34)=[CH:15][N:16]=2)[CH:5]=[CH:6][C:7]=1[O:8][CH:9]([CH3:11])[CH3:10]. (9) Given the reactants [F:1][C:2]1[CH:3]=[CH:4][C:5]([O:29][CH3:30])=[C:6]([C:8]2[CH:13]=[CH:12][C:11]([CH2:14][NH:15]S(C3C=CC(OC)=CC=3)(=O)=O)=[CH:10][C:9]=2[O:27][CH3:28])[CH:7]=1.[CH3:31][N:32]1[CH:36]=[C:35]([S:37](Cl)(=[O:39])=[O:38])[C:34]([C:41]([F:44])([F:43])[F:42])=[N:33]1, predict the reaction product. The product is: [F:1][C:2]1[CH:3]=[CH:4][C:5]([O:29][CH3:30])=[C:6]([C:8]2[CH:13]=[CH:12][C:11]([CH2:14][NH:15][S:37]([C:35]3[C:34]([C:41]([F:44])([F:43])[F:42])=[N:33][N:32]([CH3:31])[CH:36]=3)(=[O:39])=[O:38])=[CH:10][C:9]=2[O:27][CH3:28])[CH:7]=1.